Dataset: Full USPTO retrosynthesis dataset with 1.9M reactions from patents (1976-2016). Task: Predict the reactants needed to synthesize the given product. (1) Given the product [F:1][C:2]1[N:7]=[C:6]([C:8]2[C:16]3[C:11](=[CH:12][N:13]=[C:14]([C:17]4[CH:18]=[N:19][N:20]([CH2:22][C:23]([OH:25])=[O:24])[CH:21]=4)[CH:15]=3)[N:10]([CH:28]3[CH2:33][CH2:32][CH2:31][CH2:30][O:29]3)[N:9]=2)[CH:5]=[CH:4][CH:3]=1, predict the reactants needed to synthesize it. The reactants are: [F:1][C:2]1[N:7]=[C:6]([C:8]2[C:16]3[C:11](=[CH:12][N:13]=[C:14]([C:17]4[CH:18]=[N:19][N:20]([CH2:22][C:23]([O:25]CC)=[O:24])[CH:21]=4)[CH:15]=3)[N:10]([CH:28]3[CH2:33][CH2:32][CH2:31][CH2:30][O:29]3)[N:9]=2)[CH:5]=[CH:4][CH:3]=1.[OH-].[Li+]. (2) The reactants are: C(=O)([O-])[O-].[Na+].[Na+].[CH:7]12[CH2:16][CH:11]3[CH2:12][CH:13]([CH2:15][CH:9]([CH2:10]3)[CH:8]1[NH:17][C:18]([C:20]1[C:21](Cl)=[N:22][C:23]([Cl:26])=[CH:24][CH:25]=1)=[O:19])[CH2:14]2.[CH:28]1([SH:33])[CH2:32][CH2:31][CH2:30][CH2:29]1. Given the product [CH:9]12[CH2:15][CH:13]3[CH2:12][CH:11]([CH2:16][CH:7]([CH2:14]3)[CH:8]1[NH:17][C:18]([C:20]1[C:21]([S:33][CH:28]3[CH2:32][CH2:31][CH2:30][CH2:29]3)=[N:22][C:23]([Cl:26])=[CH:24][CH:25]=1)=[O:19])[CH2:10]2, predict the reactants needed to synthesize it.